Dataset: Forward reaction prediction with 1.9M reactions from USPTO patents (1976-2016). Task: Predict the product of the given reaction. Given the reactants [Cl:1][C:2]1[CH:3]=[CH:4][C:5]2[N:11]3[C:12]([C:15]([N:17]([CH3:19])[CH3:18])=[O:16])=[CH:13][CH:14]=[C:10]3[C@@H:9]([CH2:20][CH2:21][C:22]([N:24]3[CH2:29][CH2:28][CH:27]([CH2:30][C:31]([O:33]CC)=[O:32])[CH2:26][CH2:25]3)=[O:23])[O:8][C@H:7]([C:36]3[CH:41]=[CH:40][CH:39]=[C:38]([O:42][CH3:43])[C:37]=3[O:44][CH3:45])[C:6]=2[CH:46]=1, predict the reaction product. The product is: [Cl:1][C:2]1[CH:3]=[CH:4][C:5]2[N:11]3[C:12]([C:15]([N:17]([CH3:19])[CH3:18])=[O:16])=[CH:13][CH:14]=[C:10]3[C@@H:9]([CH2:20][CH2:21][C:22]([N:24]3[CH2:25][CH2:26][CH:27]([CH2:30][C:31]([OH:33])=[O:32])[CH2:28][CH2:29]3)=[O:23])[O:8][C@H:7]([C:36]3[CH:41]=[CH:40][CH:39]=[C:38]([O:42][CH3:43])[C:37]=3[O:44][CH3:45])[C:6]=2[CH:46]=1.